Dataset: Forward reaction prediction with 1.9M reactions from USPTO patents (1976-2016). Task: Predict the product of the given reaction. (1) Given the reactants BrC1C=CC2OC(C(N)=O)=C(NC(=O)C(Br)C(C)C)C=2C=1.N1CCCC1.[Br:27][C:28]1[CH:29]=[CH:30][C:31]2[O:35][C:34]([C:36]([NH2:38])=[O:37])=[C:33]([NH:39][C:40](=O)[CH:41]([N:45]3[CH2:49][CH2:48][CH2:47][CH2:46]3)[CH:42]([CH3:44])[CH3:43])[C:32]=2[CH:51]=1, predict the reaction product. The product is: [Br:27][C:28]1[CH:29]=[CH:30][C:31]2[O:35][C:34]3[C:36](=[O:37])[NH:38][C:40]([CH:41]([N:45]4[CH2:49][CH2:48][CH2:47][CH2:46]4)[CH:42]([CH3:44])[CH3:43])=[N:39][C:33]=3[C:32]=2[CH:51]=1. (2) Given the reactants [Br:1][C:2]1[C:10]2[C:5]([NH:6][CH:7]=[N:8][C:9]=2[Cl:11])=[N:4][CH:3]=1.[N:12]1([CH2:18][CH2:19]O)[CH2:17][CH2:16][O:15][CH2:14][CH2:13]1.C1(P(C2C=CC=CC=2)C2C=CC=CC=2)C=CC=CC=1.CCOC(/N=N/C(OCC)=O)=O, predict the reaction product. The product is: [Br:1][C:2]1[C:10]2[C:9]([Cl:11])=[N:8][CH:7]=[N:6][C:5]=2[N:4]([CH2:19][CH2:18][N:12]2[CH2:17][CH2:16][O:15][CH2:14][CH2:13]2)[CH:3]=1. (3) Given the reactants [OH:1][CH2:2][C:3]1([CH2:9][CH2:10][C:11]2[CH:16]=[CH:15][C:14]([OH:17])=[CH:13][CH:12]=2)[CH2:7][O:6][C:5]([CH3:8])=[N:4]1.C([O-])([O-])=O.[Cs+].[Cs+].Br[CH2:25][CH2:26][CH2:27][CH2:28][CH2:29][CH2:30][F:31].C([O-])(O)=O.[Na+], predict the reaction product. The product is: [F:31][CH2:30][CH2:29][CH2:28][CH2:27][CH2:26][CH2:25][O:17][C:14]1[CH:13]=[CH:12][C:11]([CH2:10][CH2:9][C:3]2([CH2:2][OH:1])[CH2:7][O:6][C:5]([CH3:8])=[N:4]2)=[CH:16][CH:15]=1. (4) Given the reactants [F:1][C:2]([F:13])([C:5]1[CH:10]=[CH:9][CH:8]=[CH:7][C:6]=1[CH2:11][OH:12])[CH2:3][OH:4].C(Cl)(Cl)Cl, predict the reaction product. The product is: [F:1][C:2]1([F:13])[C:5]2[C:6](=[CH:7][CH:8]=[CH:9][CH:10]=2)[C:11](=[O:12])[O:4][CH2:3]1. (5) Given the reactants [Cl:1][C:2]1[CH:3]=[C:4]([NH2:19])[CH:5]=[N:6][C:7]=1[O:8][C:9]1[CH:10]=[N:11][C:12]2[C:17]([CH:18]=1)=[CH:16][CH:15]=[CH:14][CH:13]=2.[Cl:20][C:21]1[CH:26]=[C:25]([Cl:27])[CH:24]=[CH:23][C:22]=1[S:28](Cl)(=[O:30])=[O:29].C(N([CH2:37][CH3:38])CC)C, predict the reaction product. The product is: [Cl:20][C:21]1[CH:26]=[C:25]([Cl:27])[CH:24]=[CH:23][C:22]=1[S:28]([N:19]([S:28]([C:38]1[CH:37]=[CH:22][C:21]([Cl:20])=[CH:26][C:25]=1[Cl:27])(=[O:30])=[O:29])[C:4]1[CH:5]=[N:6][C:7]([O:8][C:9]2[CH:10]=[N:11][C:12]3[C:17]([CH:18]=2)=[CH:16][CH:15]=[CH:14][CH:13]=3)=[C:2]([Cl:1])[CH:3]=1)(=[O:30])=[O:29]. (6) Given the reactants N1([C@]23CC[C@@H](C(C)=C)[C@@H]2[C@@H:6]2[C@@:19]([CH3:22])([CH2:20]C3)[C@@:18]3([CH3:23])[C@@H:9]([C@:10]4([CH3:44])[C@@H:15]([CH2:16][CH2:17]3)[C:14]([CH3:25])([CH3:24])[C:13]([C:26]3[CH2:31][CH2:30][C@:29]([CH2:42][F:43])([C:32]([O:34][CH2:35][C:36]5[CH:41]=[CH:40][CH:39]=[CH:38][CH:37]=5)=[O:33])[CH2:28][CH:27]=3)=[CH:12][CH2:11]4)[CH2:8][CH2:7]2)CC1.[NH:51]1[CH:56]([CH2:57]O)[CH2:55]SC[CH:52]1[CH2:59][OH:60].[I-].[Na+].P([O-])([O-])([O-])=O.[K+].[K+].[K+], predict the reaction product. The product is: [F:43][CH2:42][C@:29]1([C:32]([O:34][CH2:35][C:36]2[CH:37]=[CH:38][CH:39]=[CH:40][CH:41]=2)=[O:33])[CH2:30][CH2:31][C:26]([C:13]2[C:14]([CH3:24])([CH3:25])[C@H:15]3[C@:10]([CH3:44])([CH2:11][CH:12]=2)[C@@H:9]2[C@:18]([CH3:23])([C@@:19]4([CH3:20])[C@H:6]([CH2:7][CH2:8]2)[C@H:57]2[C@H:8]([C:9]([CH3:18])=[CH2:10])[CH2:7][CH2:6][C@:56]2([NH:51][CH2:52][CH2:59][OH:60])[CH2:55][CH2:22]4)[CH2:17][CH2:16]3)=[CH:27][CH2:28]1. (7) Given the reactants C(=O)(O)[O-].[Na+].[CH:6]1([S:12]([CH2:15][C:16]2[CH:21]=[C:20]([N:22]3[CH2:27][CH2:26][O:25][CH2:24][C@@H:23]3[CH3:28])[N:19]=[C:18]([C:29]3[CH:35]=[CH:34][C:32]([NH2:33])=[CH:31][CH:30]=3)[N:17]=2)(=[O:14])=[O:13])[CH2:11][CH2:10][CH2:9][CH2:8][CH2:7]1.Cl[C:37]([O:39][C:40]1[CH:45]=[CH:44][CH:43]=[CH:42][CH:41]=1)=[O:38], predict the reaction product. The product is: [CH:6]1([S:12]([CH2:15][C:16]2[CH:21]=[C:20]([N:22]3[CH2:27][CH2:26][O:25][CH2:24][C@@H:23]3[CH3:28])[N:19]=[C:18]([C:29]3[CH:30]=[CH:31][C:32]([NH:33][C:37](=[O:38])[O:39][C:40]4[CH:45]=[CH:44][CH:43]=[CH:42][CH:41]=4)=[CH:34][CH:35]=3)[N:17]=2)(=[O:14])=[O:13])[CH2:7][CH2:8][CH2:9][CH2:10][CH2:11]1. (8) Given the reactants [Cl:1][C:2]1[CH:8]=[CH:7][C:5](N)=[C:4]([CH3:9])[CH:3]=1.[ClH:10].N([O-])=O.[Na+].[S:15](=[O:17])=[O:16], predict the reaction product. The product is: [Cl:1][C:2]1[CH:8]=[CH:7][C:5]([S:15]([Cl:10])(=[O:17])=[O:16])=[C:4]([CH3:9])[CH:3]=1.